Task: Predict the product of the given reaction.. Dataset: Forward reaction prediction with 1.9M reactions from USPTO patents (1976-2016) The product is: [CH3:8][O:9][C:10]1[CH:17]=[CH:16][C:13]([CH2:14][N:20]([CH2:19][C:13]2[CH:16]=[CH:17][C:10]([O:9][CH3:8])=[CH:11][CH:12]=2)[CH2:2][C:3]2[S:4][CH:5]=[CH:6][N:7]=2)=[CH:12][CH:11]=1. Given the reactants N[CH2:2][C:3]1[S:4][CH:5]=[CH:6][N:7]=1.[CH3:8][O:9][C:10]1[CH:17]=[CH:16][C:13]([CH:14]=O)=[CH:12][CH:11]=1.[BH3-][C:19]#[N:20].[Na+], predict the reaction product.